Dataset: Full USPTO retrosynthesis dataset with 1.9M reactions from patents (1976-2016). Task: Predict the reactants needed to synthesize the given product. (1) Given the product [CH2:1]([N:8]1[CH2:13][CH2:12][O:11][CH:10]([CH2:14][NH2:15])[CH2:9]1)[C:2]1[CH:3]=[CH:4][CH:5]=[CH:6][CH:7]=1, predict the reactants needed to synthesize it. The reactants are: [CH2:1]([N:8]1[CH2:13][CH2:12][O:11][CH:10]([C:14]#[N:15])[CH2:9]1)[C:2]1[CH:7]=[CH:6][CH:5]=[CH:4][CH:3]=1.[H][H]. (2) Given the product [CH2:1]([O:8][C@@H:9]1[C@@H:10]([O:30][CH2:31][C:32]2[CH:33]=[CH:34][C:35]([O:38][CH3:39])=[CH:36][CH:37]=2)[C@H:11](/[CH:22]=[CH:23]/[C:25]2[O:26][CH:27]=[CH:28][CH:29]=2)[O:12][C@@H:13]1[CH2:14][CH:15]1[CH2:19][O:18][C:17]([CH3:21])([CH3:20])[O:16]1)[C:2]1[CH:3]=[CH:4][CH:5]=[CH:6][CH:7]=1, predict the reactants needed to synthesize it. The reactants are: [CH2:1]([O:8][C@H:9]1[C@@H:13]([CH2:14][C@@H:15]2[CH2:19][O:18][C:17]([CH3:21])([CH3:20])[O:16]2)[O:12][C@@H:11]([CH2:22][CH:23]([C:25]2[O:26][CH:27]=[CH:28][CH:29]=2)O)[C@@H:10]1[O:30][CH2:31][C:32]1[CH:37]=[CH:36][C:35]([O:38][CH3:39])=[CH:34][CH:33]=1)[C:2]1[CH:7]=[CH:6][CH:5]=[CH:4][CH:3]=1.[OH-].[K+]. (3) Given the product [OH:24][C:13]1[NH:12][C:11]2[CH:10]=[N:9][CH:8]=[N:7][C:6]=2[C:4](=[O:5])[C:14]=1[C:15]1[C:16]([F:23])=[CH:17][C:18]([F:22])=[CH:19][C:20]=1[F:21], predict the reactants needed to synthesize it. The reactants are: C(O[C:4]([C:6]1[C:11]([NH:12][C:13](=[O:24])[CH2:14][C:15]2[C:20]([F:21])=[CH:19][C:18]([F:22])=[CH:17][C:16]=2[F:23])=[CH:10][N:9]=[CH:8][N:7]=1)=[O:5])C.C(=O)([O-])[O-].[K+].[K+].